This data is from Forward reaction prediction with 1.9M reactions from USPTO patents (1976-2016). The task is: Predict the product of the given reaction. (1) Given the reactants [CH:1]([O:4][C:5]1[CH:10]=[CH:9][C:8]([N:11]2[C:16](=[O:17])[C:15]([CH2:18][C:19]3[CH:24]=[CH:23][C:22]([C:25]4[CH:30]=[CH:29][CH:28]=[CH:27][C:26]=4[C:31]4[NH:35][C:34](=[O:36])[O:33][N:32]=4)=[CH:21][CH:20]=3)=[C:14]([CH2:37][CH2:38][CH3:39])[N:13]=[C:12]2[CH3:40])=[CH:7][CH:6]=1)([CH3:3])[CH3:2].[ClH:41].C(OCC)(=O)C.C(OC(C)C)(C)C, predict the reaction product. The product is: [ClH:41].[CH:1]([O:4][C:5]1[CH:10]=[CH:9][C:8]([N:11]2[C:16](=[O:17])[C:15]([CH2:18][C:19]3[CH:24]=[CH:23][C:22]([C:25]4[CH:30]=[CH:29][CH:28]=[CH:27][C:26]=4[C:31]4[NH:35][C:34](=[O:36])[O:33][N:32]=4)=[CH:21][CH:20]=3)=[C:14]([CH2:37][CH2:38][CH3:39])[N:13]=[C:12]2[CH3:40])=[CH:7][CH:6]=1)([CH3:3])[CH3:2]. (2) Given the reactants [C:1]([O:5][C:6]([NH:8][CH2:9][CH2:10][NH:11][C:12]1[CH:17]=[CH:16][C:15]([CH2:18][C:19]([O:21][CH3:22])=[O:20])=[CH:14][N+:13]=1[O-:23])=[O:7])([CH3:4])([CH3:3])[CH3:2].[C:24](O[C:24]([O:26][C:27]([CH3:30])([CH3:29])[CH3:28])=[O:25])([O:26][C:27]([CH3:30])([CH3:29])[CH3:28])=[O:25], predict the reaction product. The product is: [C:27]([O:26][C:24]([N:11]([CH2:10][CH2:9][NH:8][C:6]([O:5][C:1]([CH3:3])([CH3:4])[CH3:2])=[O:7])[C:12]1[CH:17]=[CH:16][C:15]([CH2:18][C:19]([O:21][CH3:22])=[O:20])=[CH:14][N+:13]=1[O-:23])=[O:25])([CH3:30])([CH3:29])[CH3:28].